This data is from Forward reaction prediction with 1.9M reactions from USPTO patents (1976-2016). The task is: Predict the product of the given reaction. Given the reactants Br[C:2]1[CH:3]=[C:4]([F:15])[C:5]([O:9][CH2:10][C:11]([F:14])([F:13])[F:12])=[C:6]([F:8])[CH:7]=1.[CH3:16][N:17](C=O)C, predict the reaction product. The product is: [F:8][C:6]1[CH:7]=[C:2]([CH:3]=[C:4]([F:15])[C:5]=1[O:9][CH2:10][C:11]([F:14])([F:13])[F:12])[C:16]#[N:17].